From a dataset of Full USPTO retrosynthesis dataset with 1.9M reactions from patents (1976-2016). Predict the reactants needed to synthesize the given product. (1) Given the product [CH3:41][C:36]([CH3:35])([O:37][C:19]([NH:1][C:2]1[CH:10]=[CH:9][CH:8]=[C:7]([CH3:11])[C:3]=1[C:4]([OH:6])=[O:5])=[O:20])[CH3:38], predict the reactants needed to synthesize it. The reactants are: [NH2:1][C:2]1[CH:10]=[CH:9][CH:8]=[C:7]([CH3:11])[C:3]=1[C:4]([OH:6])=[O:5].C(N(CC)CC)C.[C:19](OC(OCCCC)=O)(OCCCC)=[O:20].C(O)(=O)[CH2:35][C:36]([CH2:41]C(O)=O)([C:38](O)=O)[OH:37]. (2) The reactants are: [O:1]1[C:5]2[CH:6]=[CH:7][CH:8]=[CH:9][C:4]=2[N:3]=[C:2]1[C:10]1[N:11]=[C:12]2[C:18]3[CH:19]=[CH:20][CH:21]=[CH:22][C:17]=3[NH:16][C:15]3[N:23]=[CH:24][CH:25]=[CH:26][C:14]=3[N:13]2[C:27]=1[C:28]1[CH:33]=[CH:32][C:31]([C:34]2([NH:38]C(=O)OC(C)(C)C)[CH2:37][CH2:36][CH2:35]2)=[CH:30][CH:29]=1.[ClH:46].O1CCOCC1. Given the product [ClH:46].[ClH:46].[ClH:46].[O:1]1[C:5]2[CH:6]=[CH:7][CH:8]=[CH:9][C:4]=2[N:3]=[C:2]1[C:10]1[N:11]=[C:12]2[C:18]3[CH:19]=[CH:20][CH:21]=[CH:22][C:17]=3[NH:16][C:15]3[N:23]=[CH:24][CH:25]=[CH:26][C:14]=3[N:13]2[C:27]=1[C:28]1[CH:29]=[CH:30][C:31]([C:34]2([NH2:38])[CH2:37][CH2:36][CH2:35]2)=[CH:32][CH:33]=1, predict the reactants needed to synthesize it.